This data is from Catalyst prediction with 721,799 reactions and 888 catalyst types from USPTO. The task is: Predict which catalyst facilitates the given reaction. (1) Reactant: [NH:1]1[C:9]2[C:4](=[CH:5][CH:6]=[CH:7][C:8]=2[CH:10]=O)[CH:3]=[CH:2]1.[CH3:12][CH:13]([CH3:29])[C:14]([NH:16][C:17]1[CH:22]=[CH:21][CH:20]=[C:19]([CH:23]2[CH2:28][CH2:27][NH:26][CH2:25][CH2:24]2)[CH:18]=1)=[O:15]. Product: [NH:1]1[C:9]2[C:4](=[CH:5][CH:6]=[CH:7][C:8]=2[CH2:10][N:26]2[CH2:27][CH2:28][CH:23]([C:19]3[CH:18]=[C:17]([NH:16][C:14](=[O:15])[CH:13]([CH3:12])[CH3:29])[CH:22]=[CH:21][CH:20]=3)[CH2:24][CH2:25]2)[CH:3]=[CH:2]1. The catalyst class is: 52. (2) Reactant: [C@@H:1]1([N:9]2[C:18]3[N:17]=[CH:16][N:15]=[C:13]([OH:14])[C:12]=3[N:11]=[CH:10]2)[O:8][C@H:5]([CH2:6][OH:7])[C@@H:3]([OH:4])[CH2:2]1.C([O-])([O-])=O.[K+].[K+].[CH2:25](Br)[CH:26]=[C:27]([CH2:29][CH2:30][CH:31]=[C:32]([CH2:34][CH2:35][CH:36]=[C:37]([CH3:39])[CH3:38])[CH3:33])[CH3:28].C(Cl)(Cl)Cl.CO. Product: [OH:4][C@@H:3]1[C@@H:5]([CH2:6][OH:7])[O:8][C@@H:1]([N:9]2[CH:10]=[N:11][C:12]3[C:13](=[O:14])[N:15]([CH2:25]/[CH:26]=[C:27](\[CH3:28])/[CH2:29][CH2:30]/[CH:31]=[C:32](\[CH3:33])/[CH2:34][CH2:35][CH:36]=[C:37]([CH3:39])[CH3:38])[CH:16]=[N:17][C:18]2=3)[CH2:2]1. The catalyst class is: 5. (3) Reactant: [CH3:1][N:2]1[C:7]([NH2:8])=[N:6][C:4](=[O:5])[CH2:3]1.[ClH:9]. Product: [CH3:1][N:2]1[C:7]([NH2:8])=[N:6][C:4](=[O:5])[CH2:3]1.[Cl-:9].[NH2:6][C:7]([NH2:8])=[NH2+:2]. The catalyst class is: 6. (4) Reactant: [CH3:1][N:2]1[C:10]2[C@@:9]3([CH3:14])[C:11]([CH3:13])([CH3:12])[C@H:6]([CH2:7][CH2:8]3)[C:5]=2[C:4](=[O:15])[NH:3]1.[F:16][C:17]1[CH:18]=[C:19]([CH:22]=[CH:23][CH:24]=1)[CH2:20]Br. Product: [F:16][C:17]1[CH:18]=[C:19]([CH:22]=[CH:23][CH:24]=1)[CH2:20][N:3]1[C:4](=[O:15])[C:5]2[C@@H:6]3[C:11]([CH3:12])([CH3:13])[C@@:9]([CH3:14])([CH2:8][CH2:7]3)[C:10]=2[N:2]1[CH3:1]. The catalyst class is: 9. (5) Reactant: [CH3:1][C:2]1[CH:7]=[C:6]([N+:8]([O-])=O)[CH:5]=[CH:4][C:3]=1[C:11]1[CH2:16][CH2:15][N:14]([C:17]([O:19][CH2:20][CH2:21][Si:22]([CH3:25])([CH3:24])[CH3:23])=[O:18])[CH2:13][CH:12]=1.[H][H]. Product: [NH2:8][C:6]1[CH:5]=[CH:4][C:3]([CH:11]2[CH2:16][CH2:15][N:14]([C:17]([O:19][CH2:20][CH2:21][Si:22]([CH3:25])([CH3:24])[CH3:23])=[O:18])[CH2:13][CH2:12]2)=[C:2]([CH3:1])[CH:7]=1. The catalyst class is: 19. (6) Reactant: [NH2:1][C:2]1[N:7]=[C:6]([C:8]2[O:9][CH:10]=[CH:11][CH:12]=2)[C:5]([C:13]#[N:14])=[C:4](S(C)=O)[N:3]=1.[CH3:18][C:19]1[CH:26]=[CH:25][C:22]([CH2:23][NH2:24])=[CH:21][CH:20]=1. Product: [NH2:1][C:2]1[N:7]=[C:6]([C:8]2[O:9][CH:10]=[CH:11][CH:12]=2)[C:5]([C:13]#[N:14])=[C:4]([NH:24][CH2:23][C:22]2[CH:25]=[CH:26][C:19]([CH3:18])=[CH:20][CH:21]=2)[N:3]=1. The catalyst class is: 57. (7) Reactant: C[O:2][C:3](=[O:35])[CH:4]([O:29][CH2:30][C:31]([F:34])([F:33])[F:32])[CH2:5][C:6]1[CH:11]=[CH:10][C:9]([O:12][CH2:13][CH2:14][C:15]2[CH:20]=[CH:19][C:18]([NH:21][C:22]([O:24][C:25]([CH3:28])([CH3:27])[CH3:26])=[O:23])=[CH:17][CH:16]=2)=[CH:8][CH:7]=1.[OH-].[Li+]. Product: [C:25]([O:24][C:22]([NH:21][C:18]1[CH:17]=[CH:16][C:15]([CH2:14][CH2:13][O:12][C:9]2[CH:10]=[CH:11][C:6]([CH2:5][CH:4]([O:29][CH2:30][C:31]([F:32])([F:33])[F:34])[C:3]([OH:35])=[O:2])=[CH:7][CH:8]=2)=[CH:20][CH:19]=1)=[O:23])([CH3:28])([CH3:26])[CH3:27]. The catalyst class is: 30. (8) Reactant: [F:1][C:2]1[C:12]([NH:13][CH2:14][C:15]2[CH:20]=[C:19]([C:21]3[CH:26]=[CH:25][CH:24]=[C:23]([F:27])[CH:22]=3)[CH:18]=[CH:17][C:16]=2[F:28])=[C:11]([F:29])[CH:10]=[CH:9][C:3]=1[O:4][CH2:5][C:6]([OH:8])=[O:7].[OH:30][CH2:31][C:32]([CH2:37]O)([CH2:35][OH:36])[CH2:33][OH:34].CN(C(ON1N=NC2C=CC=NC1=2)=[N+](C)C)C.F[P-](F)(F)(F)(F)F. Product: [OH:30][CH2:31][C:32]([CH2:35][OH:36])([CH2:33][OH:34])[CH2:37][O:7][C:6](=[O:8])[CH2:5][O:4][C:3]1[CH:9]=[CH:10][C:11]([F:29])=[C:12]([NH:13][CH2:14][C:15]2[CH:20]=[C:19]([C:21]3[CH:26]=[CH:25][CH:24]=[C:23]([F:27])[CH:22]=3)[CH:18]=[CH:17][C:16]=2[F:28])[C:2]=1[F:1]. The catalyst class is: 18.